This data is from Catalyst prediction with 721,799 reactions and 888 catalyst types from USPTO. The task is: Predict which catalyst facilitates the given reaction. (1) Reactant: [CH2:1]([O:3][C:4](=[O:16])[CH:5]=[CH:6][CH2:7][NH:8][C:9]([O:11][C:12]([CH3:15])([CH3:14])[CH3:13])=[O:10])[CH3:2].C(O[CH2:23][N:24]([CH2:32][Si](C)(C)C)[CH2:25][C:26]1[CH:31]=[CH:30][CH:29]=[CH:28][CH:27]=1)CCCC.FC(F)(F)C(O)=O. Product: [CH2:1]([O:3][C:4]([C@H:5]1[C@@H:6]([CH2:7][NH:8][C:9]([O:11][C:12]([CH3:15])([CH3:14])[CH3:13])=[O:10])[CH2:32][N:24]([CH2:25][C:26]2[CH:31]=[CH:30][CH:29]=[CH:28][CH:27]=2)[CH2:23]1)=[O:16])[CH3:2]. The catalyst class is: 4. (2) Reactant: CN1CCOCC1.[CH:8]([C:10]1[CH:18]=[CH:17][C:13]([C:14]([OH:16])=O)=[CH:12][CH:11]=1)=[O:9].Cl.[NH2:20][CH2:21][C:22]([O:24][CH3:25])=[O:23].ON1C2N=CC=CC=2N=N1.C(Cl)CCl. Product: [CH:8]([C:10]1[CH:11]=[CH:12][C:13]([C:14]([NH:20][CH2:21][C:22]([O:24][CH3:25])=[O:23])=[O:16])=[CH:17][CH:18]=1)=[O:9]. The catalyst class is: 16. (3) Reactant: FC(F)(F)C(O)=O.C(OC(=O)[N:17]([CH2:20][CH2:21][CH2:22][N:23]([CH3:25])[CH3:24])[CH2:18][CH3:19])C1C=CC=CC=1.[ClH:27].[H][H]. Product: [ClH:27].[ClH:27].[CH2:18]([NH:17][CH2:20][CH2:21][CH2:22][N:23]([CH3:25])[CH3:24])[CH3:19]. The catalyst class is: 29.